This data is from Full USPTO retrosynthesis dataset with 1.9M reactions from patents (1976-2016). The task is: Predict the reactants needed to synthesize the given product. (1) Given the product [CH3:19][N:3]1[C:2]([CH3:1])=[C:6]([B:7]2[O:11][C:10]([CH3:12])([CH3:13])[C:9]([CH3:15])([CH3:14])[O:8]2)[C:5]([CH3:16])=[N:4]1, predict the reactants needed to synthesize it. The reactants are: [CH3:1][C:2]1[C:6]([B:7]2[O:11][C:10]([CH3:13])([CH3:12])[C:9]([CH3:15])([CH3:14])[O:8]2)=[C:5]([CH3:16])[NH:4][N:3]=1.IC.[C:19]([O-])([O-])=O.[K+].[K+]. (2) Given the product [Br:1][C:2]1[N:3]=[C:4]([Cl:10])[C:5]2[N:6]([C:11]([CH3:12])=[N:9][N:8]=2)[CH:7]=1, predict the reactants needed to synthesize it. The reactants are: [Br:1][C:2]1[N:3]=[C:4]([Cl:10])[C:5]([NH:8][NH2:9])=[N:6][CH:7]=1.[C:11](OC)(OC)(OC)[CH3:12].